This data is from CYP1A2 inhibition data for predicting drug metabolism from PubChem BioAssay. The task is: Regression/Classification. Given a drug SMILES string, predict its absorption, distribution, metabolism, or excretion properties. Task type varies by dataset: regression for continuous measurements (e.g., permeability, clearance, half-life) or binary classification for categorical outcomes (e.g., BBB penetration, CYP inhibition). Dataset: cyp1a2_veith. The compound is COc1cc(N=c2ssnc2Cl)cc(OC)c1OC. The result is 1 (inhibitor).